This data is from Full USPTO retrosynthesis dataset with 1.9M reactions from patents (1976-2016). The task is: Predict the reactants needed to synthesize the given product. (1) Given the product [NH4+:1].[CH2:2]1[C@@H:6]([CH2:7][CH2:8][CH2:9][CH2:10][C:11]([OH:13])=[O:12])[S:5][S:4][CH2:3]1, predict the reactants needed to synthesize it. The reactants are: [NH3:1].[CH2:2]1[CH:6]([CH2:7][CH2:8][CH2:9][CH2:10][C:11]([OH:13])=[O:12])[S:5][S:4][CH2:3]1. (2) The reactants are: [OH:1][C:2]1[CH:7]=[CH:6][C:5]([S:8](Cl)(=[O:10])=[O:9])=[CH:4][CH:3]=1.O.[N-:13]=[N+:14]=[N-:15].[Na+]. Given the product [OH:1][C:2]1[CH:7]=[CH:6][C:5]([S:8]([N:13]=[N+:14]=[N-:15])(=[O:10])=[O:9])=[CH:4][CH:3]=1, predict the reactants needed to synthesize it. (3) Given the product [CH:26]([N:15]1[CH2:16][CH2:17][C:12]([C:3]2[CH:4]=[CH:5][CH:6]=[C:7]([C:8]([F:10])([F:11])[F:9])[C:2]=2[F:1])([OH:18])[CH2:13][CH2:14]1)([CH2:28][CH3:29])[CH3:27], predict the reactants needed to synthesize it. The reactants are: [F:1][C:2]1[C:7]([C:8]([F:11])([F:10])[F:9])=[CH:6][CH:5]=[CH:4][C:3]=1[C:12]1([OH:18])[CH2:17][CH2:16][NH:15][CH2:14][CH2:13]1.C(=O)([O-])[O-].[K+].[K+].I[CH:26]([CH2:28][CH3:29])[CH3:27]. (4) Given the product [C:17]([C:16]1[C:15]2[C:10](=[CH:11][C:12]([O:19][CH3:20])=[CH:13][CH:14]=2)[N:9]([CH2:21][CH3:22])[C:8]=1[C:5]1[CH:4]=[CH:3][C:2]([NH:1][C:30](=[O:32])[CH3:31])=[CH:7][CH:6]=1)#[N:18], predict the reactants needed to synthesize it. The reactants are: [NH2:1][C:2]1[CH:7]=[CH:6][C:5]([C:8]2[N:9]([CH2:21][CH3:22])[C:10]3[C:15]([C:16]=2[C:17]#[N:18])=[CH:14][CH:13]=[C:12]([O:19][CH3:20])[CH:11]=3)=[CH:4][CH:3]=1.C(N(CC)CC)C.[C:30](Cl)(=[O:32])[CH3:31].